This data is from Forward reaction prediction with 1.9M reactions from USPTO patents (1976-2016). The task is: Predict the product of the given reaction. (1) Given the reactants Cl[C:2]1[C:11]2=[N:12][N:13](CC3C=CC(OC)=CC=3)[CH:14]=[C:10]2[C:9]2[CH:8]=[C:7]([O:24][CH3:25])[CH:6]=[CH:5][C:4]=2[N:3]=1.[F:26][C:27]1[CH:28]=[C:29]([CH:31]=[CH:32][C:33]=1[CH3:34])[NH2:30].Cl, predict the reaction product. The product is: [F:26][C:27]1[CH:28]=[C:29]([NH:30][C:2]2[C:11]3=[N:12][NH:13][CH:14]=[C:10]3[C:9]3[CH:8]=[C:7]([O:24][CH3:25])[CH:6]=[CH:5][C:4]=3[N:3]=2)[CH:31]=[CH:32][C:33]=1[CH3:34]. (2) The product is: [Cl:20][S:16]([C:5]1[CH:6]=[C:7]([CH2:10][C:11]([O:13][CH2:14][CH3:15])=[O:12])[CH:8]=[CH:9][C:4]=1[O:3][CH2:1][CH3:2])(=[O:18])=[O:17]. Given the reactants [CH2:1]([O:3][C:4]1[CH:9]=[CH:8][C:7]([CH2:10][C:11]([O:13][CH2:14][CH3:15])=[O:12])=[CH:6][CH:5]=1)[CH3:2].[S:16]([Cl:20])(=O)(=[O:18])[OH:17], predict the reaction product. (3) Given the reactants [CH3:1][CH:2]([CH2:8][C:9]1[CH:14]=[CH:13][CH:12]=[CH:11][N:10]=1)[C:3]([O:5][CH2:6][CH3:7])=[O:4].ClC1C=CC=C(C(OO)=O)C=1.C[Si]([C:30]#[N:31])(C)C.CN(C)C(Cl)=O, predict the reaction product. The product is: [C:30]([C:11]1[N:10]=[C:9]([CH2:8][CH:2]([CH3:1])[C:3]([O:5][CH2:6][CH3:7])=[O:4])[CH:14]=[CH:13][CH:12]=1)#[N:31]. (4) Given the reactants Cl[CH2:2][CH2:3][CH2:4][C:5]([C:7]1[CH:12]=[CH:11][C:10]([O:13][C:14]2[CH:19]=[CH:18][CH:17]=[CH:16][CH:15]=2)=[CH:9][CH:8]=1)=[O:6].[NH:20]1[CH2:25][CH2:24][CH:23]([C:26]2[CH:27]=[C:28]([NH:32][C:33](=[O:36])[CH2:34][CH3:35])[CH:29]=[CH:30][CH:31]=2)[CH2:22][CH2:21]1, predict the reaction product. The product is: [O:6]=[C:5]([C:7]1[CH:12]=[CH:11][C:10]([O:13][C:14]2[CH:19]=[CH:18][CH:17]=[CH:16][CH:15]=2)=[CH:9][CH:8]=1)[CH2:4][CH2:3][CH2:2][N:20]1[CH2:25][CH2:24][CH:23]([C:26]2[CH:27]=[C:28]([NH:32][C:33](=[O:36])[CH2:34][CH3:35])[CH:29]=[CH:30][CH:31]=2)[CH2:22][CH2:21]1. (5) Given the reactants C(OC([N:8]1[CH2:13][CH2:12][CH:11]([N:14]([CH:28]2[CH2:30][CH2:29]2)[C:15]([C:17]2[CH:18]=[N:19][C:20]([N:23]3[CH:27]=[CH:26][N:25]=[CH:24]3)=[N:21][CH:22]=2)=[O:16])[CH2:10][CH2:9]1)=O)(C)(C)C.ClCCl.[F:34][C:35]([F:40])([F:39])[C:36]([OH:38])=[O:37], predict the reaction product. The product is: [CH:28]1([N:14]([CH:11]2[CH2:12][CH2:13][NH:8][CH2:9][CH2:10]2)[C:15]([C:17]2[CH:22]=[N:21][C:20]([N:23]3[CH:27]=[CH:26][N:25]=[CH:24]3)=[N:19][CH:18]=2)=[O:16])[CH2:29][CH2:30]1.[F:34][C:35]([F:40])([F:39])[C:36]([OH:38])=[O:37]. (6) Given the reactants [F:1][C:2]1[CH:23]=[CH:22][CH:21]=[C:20]([F:24])[C:3]=1[CH2:4][O:5][C:6]1[C:7]2[N:8]([C:13]([C:17](O)=[O:18])=[C:14]([CH3:16])[N:15]=2)[CH:9]=[C:10]([CH3:12])[CH:11]=1.CN(C(ON1N=NC2C=CC=NC1=2)=[N+](C)C)C.F[P-](F)(F)(F)(F)F.C(N(CC)C(C)C)(C)C.[NH2:58][CH:59]1[CH2:64][CH2:63][N:62]([C:65]([O:67][C:68]([CH3:71])([CH3:70])[CH3:69])=[O:66])[CH2:61][C:60]1([F:73])[F:72], predict the reaction product. The product is: [F:1][C:2]1[CH:23]=[CH:22][CH:21]=[C:20]([F:24])[C:3]=1[CH2:4][O:5][C:6]1[C:7]2[N:8]([C:13]([C:17]([NH:58][CH:59]3[CH2:64][CH2:63][N:62]([C:65]([O:67][C:68]([CH3:69])([CH3:70])[CH3:71])=[O:66])[CH2:61][C:60]3([F:73])[F:72])=[O:18])=[C:14]([CH3:16])[N:15]=2)[CH:9]=[C:10]([CH3:12])[CH:11]=1.